From a dataset of Full USPTO retrosynthesis dataset with 1.9M reactions from patents (1976-2016). Predict the reactants needed to synthesize the given product. (1) Given the product [Cl:1][CH2:2][C:3]([C:20]1[CH:21]=[C:16]([F:15])[CH:17]=[CH:18][C:19]=1[F:22])([OH:14])[CH:4]([CH3:13])[CH2:5][O:6][C:7](=[O:12])[C:8]([CH3:9])([CH3:10])[CH3:11], predict the reactants needed to synthesize it. The reactants are: [Cl:1][CH2:2][C:3](=[O:14])[C@@H:4]([CH3:13])[CH2:5][O:6][C:7](=[O:12])[C:8]([CH3:11])([CH3:10])[CH3:9].[F:15][C:16]1[CH:21]=[CH:20][C:19]([F:22])=[CH:18][C:17]=1[Mg]Br.[Cl-].[NH4+].O. (2) Given the product [CH2:1]([O:8][C:9]1[C:10]([O:24][CH3:25])=[CH:11][C:12]([C:18]2[N:22]=[C:21]([CH3:23])[O:20][N:19]=2)=[C:13]([C:14](=[O:15])[CH2:27][C:28]2[CH:33]=[CH:32][CH:31]=[CH:30][CH:29]=2)[CH:17]=1)[C:2]1[CH:7]=[CH:6][CH:5]=[CH:4][CH:3]=1, predict the reactants needed to synthesize it. The reactants are: [CH2:1]([O:8][C:9]1[C:10]([O:24][CH3:25])=[CH:11][C:12]([C:18]2[N:22]=[C:21]([CH3:23])[O:20][N:19]=2)=[C:13]([CH:17]=1)[C:14](Cl)=[O:15])[C:2]1[CH:7]=[CH:6][CH:5]=[CH:4][CH:3]=1.[Br-].[CH2:27]([Zn+])[C:28]1[CH:33]=[CH:32][CH:31]=[CH:30][CH:29]=1.Cl. (3) Given the product [Cl:24][C:21]1[CH:22]=[CH:23][C:18]([C:17]2[C:2]([C:26]#[C:25][CH:27]3[CH2:29][CH2:28]3)=[N:3][CH:4]=[C:5]([CH:16]=2)[C:6]([NH:8][C@@H:9]2[CH2:14][CH2:13][CH2:12][CH2:11][C@H:10]2[OH:15])=[O:7])=[CH:19][CH:20]=1, predict the reactants needed to synthesize it. The reactants are: Cl[C:2]1[C:17]([C:18]2[CH:23]=[CH:22][C:21]([Cl:24])=[CH:20][CH:19]=2)=[CH:16][C:5]([C:6]([NH:8][C@@H:9]2[CH2:14][CH2:13][CH2:12][CH2:11][C@H:10]2[OH:15])=[O:7])=[CH:4][N:3]=1.[C:25]([CH:27]1[CH2:29][CH2:28]1)#[CH:26]. (4) Given the product [Cl:5][C:6]1[CH:14]=[C:13]([CH3:15])[C:12]([N+:1]([O-:4])=[O:2])=[CH:11][C:7]=1[C:8]([OH:10])=[O:9], predict the reactants needed to synthesize it. The reactants are: [N+:1]([O-:4])(O)=[O:2].[Cl:5][C:6]1[CH:14]=[C:13]([CH3:15])[CH:12]=[CH:11][C:7]=1[C:8]([OH:10])=[O:9]. (5) Given the product [ClH:1].[Cl:9][C:10]1[CH:15]=[CH:14][C:13]2[CH2:16][O:17][C@@H:18]3[C@H:22]([C:12]=2[C:11]=1[Cl:1])[CH2:21][NH:20][CH2:19]3, predict the reactants needed to synthesize it. The reactants are: [Cl:1]N1C(=O)CCC1=O.[Cl:9][C:10]1[CH:15]=[CH:14][C:13]2[CH2:16][O:17][C@@H:18]3[C@H:22]([C:12]=2[CH:11]=1)[CH2:21][NH:20][CH2:19]3.C(OCC)C.[OH-].[Na+]. (6) Given the product [ClH:23].[NH2:8][C@H:9]1[CH2:13][C@@H:12]([C:14]([OH:16])=[O:15])[CH:11]=[CH:10]1, predict the reactants needed to synthesize it. The reactants are: C(OC([NH:8][C@H:9]1[CH2:13][C@@H:12]([C:14]([OH:16])=[O:15])[CH:11]=[CH:10]1)=O)(C)(C)C.O1CCOCC1.[ClH:23]. (7) Given the product [NH2:12][C:13]1[C:14]([C:20]([NH:1][C:2]2[N:7]=[C:6]([C:8]([O:10][CH3:11])=[O:9])[CH:5]=[CH:4][CH:3]=2)=[O:21])=[N:15][C:16]([Cl:19])=[CH:17][N:18]=1, predict the reactants needed to synthesize it. The reactants are: [NH2:1][C:2]1[N:7]=[C:6]([C:8]([O:10][CH3:11])=[O:9])[CH:5]=[CH:4][CH:3]=1.[NH2:12][C:13]1[C:14]([C:20](O)=[O:21])=[N:15][C:16]([Cl:19])=[CH:17][N:18]=1. (8) The reactants are: N1C=CN=[CH:2]1.[C:6]([SiH:10](Cl)[CH3:11])([CH3:9])([CH3:8])[CH3:7].[CH:13]1([NH:18][OH:19])[CH2:17][CH2:16][CH2:15][CH2:14]1. Given the product [CH:13]1([NH:18][O:19][Si:10]([C:6]([CH3:9])([CH3:8])[CH3:7])([CH3:11])[CH3:2])[CH2:17][CH2:16][CH2:15][CH2:14]1, predict the reactants needed to synthesize it. (9) Given the product [OH:1][C@H:2]1[C@H:9]2[C@H:5]([O:6][C:7]([CH3:10])([CH3:11])[O:8]2)[O:4][C@H:3]1[C:12]([N:38]1[CH2:43][CH2:42][O:41][CH2:40][CH2:39]1)=[O:14], predict the reactants needed to synthesize it. The reactants are: [OH:1][C@H:2]1[C@H:9]2[C@H:5]([O:6][C:7]([CH3:11])([CH3:10])[O:8]2)[O:4][C@H:3]1[C:12]([OH:14])=O.CN(C(ON1N=NC2C=CC=CC1=2)=[N+](C)C)C.[B-](F)(F)(F)F.C[N:38]1[CH2:43][CH2:42][O:41][CH2:40][CH2:39]1.N1CCOCC1. (10) Given the product [N+:1]([C:4]1[C:5]([OH:13])=[C:6]([C:7]([N:24]2[CH2:25][CH2:26][N:21]([CH3:20])[CH2:22][CH2:23]2)=[O:9])[CH:10]=[CH:11][CH:12]=1)([O-:3])=[O:2], predict the reactants needed to synthesize it. The reactants are: [N+:1]([C:4]1[CH:12]=[CH:11][CH:10]=[C:6]([C:7]([OH:9])=O)[C:5]=1[OH:13])([O-:3])=[O:2].C(Cl)(=O)C(Cl)=O.[CH3:20][N:21]1[CH2:26][CH2:25][NH:24][CH2:23][CH2:22]1.